The task is: Predict the reactants needed to synthesize the given product.. This data is from Full USPTO retrosynthesis dataset with 1.9M reactions from patents (1976-2016). (1) Given the product [CH3:7][C:5]1[S:4][C:3]([C:8]2[CH:9]=[CH:10][N:29]=[C:27]([NH:26][C:24](=[O:25])[CH2:23][C:20]3[CH:21]=[CH:22][C:17]([O:16][CH3:15])=[CH:18][CH:19]=3)[N:28]=2)=[C:2]([CH3:1])[N:6]=1, predict the reactants needed to synthesize it. The reactants are: [CH3:1][C:2]1[N:6]=[C:5]([CH3:7])[S:4][C:3]=1/[CH:8]=[CH:9]/[C:10](N(C)C)=O.[CH3:15][O:16][C:17]1[CH:22]=[CH:21][C:20]([CH2:23][C:24]([NH:26][C:27]([NH2:29])=[NH:28])=[O:25])=[CH:19][CH:18]=1. (2) Given the product [CH3:41][C:35]([N:15]1[CH2:16][CH2:17][N:12]([CH2:11][C:10]2[N:2]([CH3:1])[C:3]3[C:8]([N:9]=2)=[C:7]([N:18]2[CH2:23][CH2:22][O:21][CH2:20][CH2:19]2)[N:6]=[C:5]([N:24]2[C:28]4[CH:29]=[CH:30][CH:31]=[CH:32][C:27]=4[N:26]=[C:25]2[CH3:33])[N:4]=3)[CH2:13][CH2:14]1)([CH3:42])[C:36]([O:38][CH2:39][CH3:40])=[O:37], predict the reactants needed to synthesize it. The reactants are: [CH3:1][N:2]1[C:10]([CH2:11][N:12]2[CH2:17][CH2:16][NH:15][CH2:14][CH2:13]2)=[N:9][C:8]2[C:3]1=[N:4][C:5]([N:24]1[C:28]3[CH:29]=[CH:30][CH:31]=[CH:32][C:27]=3[N:26]=[C:25]1[CH3:33])=[N:6][C:7]=2[N:18]1[CH2:23][CH2:22][O:21][CH2:20][CH2:19]1.Br[C:35]([CH3:42])([CH3:41])[C:36]([O:38][CH2:39][CH3:40])=[O:37]. (3) Given the product [CH:15]([CH:18]1[NH:19][CH2:20][CH2:21][N:22]([C:2]2[N:7]=[N:6][C:5]([NH2:8])=[CH:4][CH:3]=2)[CH2:23]1)([CH3:17])[CH3:16], predict the reactants needed to synthesize it. The reactants are: Cl[C:2]1[N:7]=[N:6][C:5]([NH:8]C(=O)C(F)(F)F)=[CH:4][CH:3]=1.[CH:15]([CH:18]1[CH2:23][NH:22][CH2:21][CH2:20][NH:19]1)([CH3:17])[CH3:16]. (4) The reactants are: [F:1][C:2]([F:9])([F:8])[C:3]([O:5]CC)=O.[C:10]1([NH:16][CH2:17][CH2:18][NH2:19])[CH:15]=[CH:14][CH:13]=[CH:12][CH:11]=1. Given the product [F:9][C:2]([F:1])([F:8])[C:3]([NH:19][CH2:18][CH2:17][NH:16][C:10]1[CH:15]=[CH:14][CH:13]=[CH:12][CH:11]=1)=[O:5], predict the reactants needed to synthesize it.